This data is from Full USPTO retrosynthesis dataset with 1.9M reactions from patents (1976-2016). The task is: Predict the reactants needed to synthesize the given product. The reactants are: [O:1]=[C:2]([O-:11])[C@@H:3]([C@H:5]([C@@H:7]([CH2:9][OH:10])[OH:8])O)[OH:4].[O:12]=[C:13]([O-:22])[C@@H:14]([C@H:16]([C@H:18]([CH2:20][OH:21])[OH:19])O)[OH:15]. Given the product [C:2]([O-:11])(=[O:1])[C:3]([CH2:5][C@@H:7]([CH2:9][OH:10])[OH:8])=[O:4].[C:13]([O-:22])(=[O:12])[C:14]([CH2:16][C@H:18]([CH2:20][OH:21])[OH:19])=[O:15], predict the reactants needed to synthesize it.